This data is from Reaction yield outcomes from USPTO patents with 853,638 reactions. The task is: Predict the reaction yield, written as a fraction of the theoretical maximum amount of product (1.0 means a 100% yield; for example, 0.34 means a 34% yield). (1) The reactants are [C:1]1([N:7]2[C:12](=[O:13])[C:11]3[S:14][CH:15]=[C:16]([C:17]4[CH:22]=[CH:21][CH:20]=[CH:19][CH:18]=4)[C:10]=3[N:9]=[CH:8]2)[CH:6]=[CH:5][CH:4]=[CH:3][CH:2]=1.NC1C(C2C=CC=CC=2[Br:35])=CSC=1C(OC)=O.C([O:47][CH2:48]C)(OCC)OCC.COC1C=CC(N)=CC=1. The catalyst is C(O)(=O)C. The product is [Br:35][C:22]1[CH:21]=[CH:20][CH:19]=[CH:18][C:17]=1[C:16]1[C:10]2[N:9]=[CH:8][N:7]([C:1]3[CH:6]=[CH:5][C:4]([O:47][CH3:48])=[CH:3][CH:2]=3)[C:12](=[O:13])[C:11]=2[S:14][CH:15]=1. The yield is 0.230. (2) The reactants are Cl.[O:2]=[C:3]1[NH:12][C:11]2[N:10]=[CH:9][C:8](/[CH:13]=[CH:14]/[C:15]([OH:17])=O)=[CH:7][C:6]=2[CH2:5][CH2:4]1.C1C=CC2N(O)N=NC=2C=1.CCN(C(C)C)C(C)C.[NH:37]1[CH2:42][CH2:41][CH:40]([CH2:43][CH2:44][OH:45])[CH2:39][CH2:38]1.CCN=C=NCCCN(C)C. The catalyst is CN(C=O)C. The product is [OH:45][CH2:44][CH2:43][CH:40]1[CH2:41][CH2:42][N:37]([C:15](=[O:17])/[CH:14]=[CH:13]/[C:8]2[CH:7]=[C:6]3[C:11](=[N:10][CH:9]=2)[NH:12][C:3](=[O:2])[CH2:4][CH2:5]3)[CH2:38][CH2:39]1. The yield is 0.550.